From a dataset of Forward reaction prediction with 1.9M reactions from USPTO patents (1976-2016). Predict the product of the given reaction. Given the reactants [Cl:1][C:2]1[C:7]([F:8])=[C:6](Cl)[N:5]=[C:4]([CH3:10])[N:3]=1.[OH-].[NH4+:12].CO, predict the reaction product. The product is: [Cl:1][C:2]1[N:3]=[C:4]([CH3:10])[N:5]=[C:6]([NH2:12])[C:7]=1[F:8].